This data is from Reaction yield outcomes from USPTO patents with 853,638 reactions. The task is: Predict the reaction yield, written as a fraction of the theoretical maximum amount of product (1.0 means a 100% yield; for example, 0.34 means a 34% yield). (1) The reactants are [F:1][C:2]1[CH:7]=[C:6]([F:8])[C:5]([F:9])=[CH:4][C:3]=1[N:10]=[C:11]=S.[NH:13]([C:15](=[O:39])[C:16]([NH:18][C:19]1[CH:20]=[CH:21][C:22]([O:25][CH:26]2[CH2:31][CH2:30][CH:29]([C:32]([O:34][C:35]([CH3:38])([CH3:37])[CH3:36])=[O:33])[CH2:28][CH2:27]2)=[N:23][CH:24]=1)=[O:17])[NH2:14].Cl.CN(C)CCCN=C=NCC. The catalyst is CN(C=O)C. The product is [F:1][C:2]1[CH:7]=[C:6]([F:8])[C:5]([F:9])=[CH:4][C:3]=1[NH:10][C:11]1[O:39][C:15]([C:16]([NH:18][C:19]2[CH:20]=[CH:21][C:22]([O:25][CH:26]3[CH2:31][CH2:30][CH:29]([C:32]([O:34][C:35]([CH3:38])([CH3:37])[CH3:36])=[O:33])[CH2:28][CH2:27]3)=[N:23][CH:24]=2)=[O:17])=[N:13][N:14]=1. The yield is 1.00. (2) The reactants are [CH2:1]([O:3][C:4]1[CH:5]=[C:6](B(O)O)[CH:7]=[CH:8][CH:9]=1)[CH3:2].Br[C:14]1[CH:15]=[CH:16][C:17]([F:23])=[C:18]([N+:20]([O-:22])=[O:21])[CH:19]=1.C(=O)([O-])[O-].[Na+].[Na+]. The catalyst is C1(C)C=CC=CC=1.C(O)C.C1C=CC([P]([Pd]([P](C2C=CC=CC=2)(C2C=CC=CC=2)C2C=CC=CC=2)([P](C2C=CC=CC=2)(C2C=CC=CC=2)C2C=CC=CC=2)[P](C2C=CC=CC=2)(C2C=CC=CC=2)C2C=CC=CC=2)(C2C=CC=CC=2)C2C=CC=CC=2)=CC=1. The product is [F:23][C:17]1[CH:16]=[CH:15][C:14]([C:6]2[CH:7]=[CH:8][CH:9]=[C:4]([O:3][CH2:1][CH3:2])[CH:5]=2)=[CH:19][C:18]=1[N+:20]([O-:22])=[O:21]. The yield is 0.900. (3) The reactants are [NH2:1][C:2]1[CH:7]=[N:6][C:5](Br)=[CH:4][N:3]=1.[Na].[CH3:10][SH:11].C(=O)([O-])O.[Na+]. The catalyst is CN(C)C=O. The product is [NH2:1][C:2]1[CH:7]=[N:6][C:5]([S:11][CH3:10])=[CH:4][N:3]=1. The yield is 0.840.